From a dataset of Full USPTO retrosynthesis dataset with 1.9M reactions from patents (1976-2016). Predict the reactants needed to synthesize the given product. (1) Given the product [NH2:1][CH2:2][CH2:3][NH:4][S:5]([C:8]1[S:9][C:10]([C:13]2[CH:18]=[CH:17][N:16]=[C:15]3[NH:19][C:20]([CH:22]([F:23])[F:24])=[CH:21][C:14]=23)=[CH:11][CH:12]=1)(=[O:7])=[O:6], predict the reactants needed to synthesize it. The reactants are: [NH2:1][CH2:2][CH2:3][NH:4][S:5]([C:8]1[S:9][C:10]([C:13]2[CH:18]=[CH:17][N:16]=[C:15]3[N:19](S(C4C=CC=CC=4)(=O)=O)[C:20]([CH:22]([F:24])[F:23])=[CH:21][C:14]=23)=[CH:11][CH:12]=1)(=[O:7])=[O:6].CS(C)=O.[F-].C([N+](CCCC)(CCCC)CCCC)CCC. (2) The reactants are: [Cl:1][C:2]1[CH:3]=[C:4]([N:9]2[CH:13]([CH3:14])[CH2:12][C:11]([OH:15])=[N:10]2)[CH:5]=[CH:6][C:7]=1[Cl:8].Cl.Cl[CH2:18][CH2:19][N:20]1[CH2:25][CH2:24][O:23][CH2:22][CH2:21]1.C([O-])([O-])=O.[K+].[K+].[Na+].[I-]. Given the product [Cl:1][C:2]1[CH:3]=[C:4]([N:9]2[C:13]([CH3:14])=[CH:12][C:11]([O:15][CH2:18][CH2:19][N:20]3[CH2:25][CH2:24][O:23][CH2:22][CH2:21]3)=[N:10]2)[CH:5]=[CH:6][C:7]=1[Cl:8], predict the reactants needed to synthesize it. (3) Given the product [Br:3][C:4]1[CH:9]=[CH:8][C:7]([CH2:16][CH2:15][NH2:19])=[C:6]([C:11]([CH3:14])([CH3:13])[CH3:12])[CH:5]=1, predict the reactants needed to synthesize it. The reactants are: [H-].[Na+].[Br:3][C:4]1[CH:9]=[CH:8][C:7](N)=[C:6]([C:11]([CH3:14])([CH3:13])[CH3:12])[CH:5]=1.[CH2:15](I)[CH3:16].[Cl-].[NH4+:19]. (4) Given the product [Cl:18][C:19]1[CH:20]=[CH:21][C:22]([CH2:23][CH2:24][NH:25][C:26]([C:28]2[CH:29]=[C:30]3[C:34](=[CH:35][CH:36]=2)[N:33]([C:8]2[CH:7]=[CH:6][C:5]([CH2:10][C:11]([O:13][C:14]([CH3:17])([CH3:16])[CH3:15])=[O:12])=[CH:4][C:3]=2[C:1]#[N:2])[N:32]=[CH:31]3)=[O:27])=[CH:37][CH:38]=1, predict the reactants needed to synthesize it. The reactants are: [C:1]([C:3]1[CH:4]=[C:5]([CH2:10][C:11]([O:13][C:14]([CH3:17])([CH3:16])[CH3:15])=[O:12])[CH:6]=[CH:7][C:8]=1F)#[N:2].[Cl:18][C:19]1[CH:38]=[CH:37][C:22]([CH2:23][CH2:24][NH:25][C:26]([C:28]2[CH:29]=[C:30]3[C:34](=[CH:35][CH:36]=2)[NH:33][N:32]=[CH:31]3)=[O:27])=[CH:21][CH:20]=1.C([O-])([O-])=O.[K+].[K+].